This data is from Reaction yield outcomes from USPTO patents with 853,638 reactions. The task is: Predict the reaction yield, written as a fraction of the theoretical maximum amount of product (1.0 means a 100% yield; for example, 0.34 means a 34% yield). (1) The reactants are [O:1]=[C:2]1[NH:7][C:6]2[CH:8]=[C:9]([CH2:12][N:13]3[CH2:18][CH2:17][N:16]([C:19]4[CH:29]=[CH:28][C:22]([C:23]([O:25]CC)=[O:24])=[CH:21][CH:20]=4)[CH2:15][CH2:14]3)[CH:10]=[N:11][C:5]=2[N:4]2[CH2:30][CH2:31][CH2:32][C@@H:3]12.[Li+].[OH-]. The catalyst is O1CCOCC1. The product is [O:1]=[C:2]1[NH:7][C:6]2[CH:8]=[C:9]([CH2:12][N:13]3[CH2:14][CH2:15][N:16]([C:19]4[CH:29]=[CH:28][C:22]([C:23]([OH:25])=[O:24])=[CH:21][CH:20]=4)[CH2:17][CH2:18]3)[CH:10]=[N:11][C:5]=2[N:4]2[CH2:30][CH2:31][CH2:32][C@@H:3]12. The yield is 0.860. (2) The reactants are Cl[C:2]1[CH:7]=[C:6]([Cl:8])[N:5]=[CH:4][C:3]=1[NH:9][C:10](=[O:19])[C@H:11]([CH3:18])[NH:12][CH2:13][CH2:14][CH:15]([CH3:17])[CH3:16].P([O-])([O-])([O-])=O.[K+].[K+].[K+]. The catalyst is CN(C=O)C.O. The product is [Cl:8][C:6]1[N:5]=[CH:4][C:3]2[NH:9][C:10](=[O:19])[CH:11]([CH3:18])[N:12]([CH2:13][CH2:14][CH:15]([CH3:17])[CH3:16])[C:2]=2[CH:7]=1. The yield is 0.330.